This data is from Tyrosyl-DNA phosphodiesterase HTS with 341,365 compounds. The task is: Binary Classification. Given a drug SMILES string, predict its activity (active/inactive) in a high-throughput screening assay against a specified biological target. (1) The molecule is Clc1cc2c(n(c(=O)cc2SCC(=O)NCCCN(Cc2ccccc2)C)C)cc1. The result is 0 (inactive). (2) The molecule is Clc1c(C(N2CCN(CC2)c2ccccc2)c2oc(nn2)c2ccccc2)ccc(F)c1. The result is 0 (inactive). (3) The drug is S(=O)(=O)(N)c1ccc(CCNc2nc(=S)[nH]c3c2cc(OC)c(OC)c3)cc1. The result is 0 (inactive). (4) The compound is o1c(c(c2c1ccc([N+]([O-])=O)c2)c1oc(cc1)C)CCC(=O)C. The result is 0 (inactive). (5) The result is 0 (inactive). The compound is S(c1c2CCCCc2nc2c1cccc2)CC(=O)Nc1ccc(OCC)cc1. (6) The result is 0 (inactive). The molecule is O(CC(=O)Nc1cc(cc(c1)C(OCC)=O)C(OCC)=O)c1ccc([N+]([O-])=O)cc1.